Dataset: Forward reaction prediction with 1.9M reactions from USPTO patents (1976-2016). Task: Predict the product of the given reaction. Given the reactants [Cl:1][C:2]1[CH:3]=[C:4]([CH:27]=[CH:28][C:29]=1[Cl:30])[CH2:5][C:6]1[N:7]=[C:8]([N:21]2[CH2:26][CH2:25][O:24][CH2:23][CH2:22]2)[S:9][C:10]=1[C:11]([NH:13][O:14]C1CCCCO1)=[O:12].FC(F)(F)C(O)=O, predict the reaction product. The product is: [Cl:1][C:2]1[CH:3]=[C:4]([CH:27]=[CH:28][C:29]=1[Cl:30])[CH2:5][C:6]1[N:7]=[C:8]([N:21]2[CH2:22][CH2:23][O:24][CH2:25][CH2:26]2)[S:9][C:10]=1[C:11]([NH:13][OH:14])=[O:12].